The task is: Predict the product of the given reaction.. This data is from Forward reaction prediction with 1.9M reactions from USPTO patents (1976-2016). (1) Given the reactants [CH2:1]([O:8][C:9]1[C:17]([O:18][CH3:19])=[CH:16][C:12]([C:13]([OH:15])=[O:14])=[C:11]([N+:20]([O-])=O)[CH:10]=1)[C:2]1[CH:7]=[CH:6][CH:5]=[CH:4][CH:3]=1.O.O.Cl[Sn]Cl, predict the reaction product. The product is: [NH2:20][C:11]1[CH:10]=[C:9]([O:8][CH2:1][C:2]2[CH:3]=[CH:4][CH:5]=[CH:6][CH:7]=2)[C:17]([O:18][CH3:19])=[CH:16][C:12]=1[C:13]([OH:15])=[O:14]. (2) Given the reactants [CH2:1]([O:8][C:9]1[CH:10]=[C:11]([C:15]([CH3:20])([CH3:19])[C:16]([OH:18])=[O:17])[CH:12]=[CH:13][CH:14]=1)[C:2]1[CH:7]=[CH:6][CH:5]=[CH:4][CH:3]=1.[C:21](=O)([O-])[O-].[K+].[K+].CI.CN(C)C=O, predict the reaction product. The product is: [CH2:1]([O:8][C:9]1[CH:10]=[C:11]([C:15]([CH3:20])([CH3:19])[C:16]([O:18][CH3:21])=[O:17])[CH:12]=[CH:13][CH:14]=1)[C:2]1[CH:3]=[CH:4][CH:5]=[CH:6][CH:7]=1. (3) Given the reactants I[C:2]1[CH:7]=[CH:6][C:5]([C:8]2[N:13]=[C:12]([S:14][CH3:15])[N:11]3[N:16]=[CH:17][CH:18]=[C:10]3[CH:9]=2)=[CH:4][CH:3]=1.[C:19]1(B(O)O)[CH:24]=[CH:23][CH:22]=[CH:21][CH:20]=1.C(=O)([O-])[O-].[Na+].[Na+], predict the reaction product. The product is: [C:2]1([C:19]2[CH:24]=[CH:23][CH:22]=[CH:21][CH:20]=2)[CH:7]=[CH:6][C:5]([C:8]2[N:13]=[C:12]([S:14][CH3:15])[N:11]3[N:16]=[CH:17][CH:18]=[C:10]3[CH:9]=2)=[CH:4][CH:3]=1. (4) Given the reactants [NH2:1][C:2]1[CH:7]=[CH:6][C:5]([C:8]2[CH:17]=[CH:16][C:11]([C:12]([O:14][CH3:15])=[O:13])=[CH:10][CH:9]=2)=[CH:4][N:3]=1.[C:18](O[C:18]([O:20][C:21]([CH3:24])([CH3:23])[CH3:22])=[O:19])([O:20][C:21]([CH3:24])([CH3:23])[CH3:22])=[O:19], predict the reaction product. The product is: [C:21]([O:20][C:18]([NH:1][C:2]1[CH:7]=[CH:6][C:5]([C:8]2[CH:17]=[CH:16][C:11]([C:12]([O:14][CH3:15])=[O:13])=[CH:10][CH:9]=2)=[CH:4][N:3]=1)=[O:19])([CH3:24])([CH3:23])[CH3:22]. (5) The product is: [CH2:13]([CH:9]([CH2:8][CH2:7][C:2](=[O:3])[CH3:1])[C:10](=[O:12])[CH3:11])[CH2:14][CH2:15][CH2:16][CH3:17]. Given the reactants [CH3:1][C:2]1([CH2:7][CH2:8][CH:9]([CH2:13][CH2:14][CH2:15][CH2:16][CH3:17])[C:10](=[O:12])[CH3:11])OCC[O:3]1.O.Cl, predict the reaction product.